Dataset: Full USPTO retrosynthesis dataset with 1.9M reactions from patents (1976-2016). Task: Predict the reactants needed to synthesize the given product. (1) Given the product [C:1]([O:5][C@@H:6]([C:12]1[C:34]([CH3:35])=[CH:33][C:15]2[N:16]=[C:17]([N:19]3[CH2:24][CH2:23][O:22][C:21]([C:26]4[CH:31]=[CH:30][C:29]([Cl:32])=[CH:28][CH:27]=4)([CH3:25])[CH2:20]3)[S:18][C:14]=2[C:13]=1[C:36]1[CH:37]=[CH:38][C:39]([Cl:42])=[CH:40][CH:41]=1)[C:7]([OH:9])=[O:8])([CH3:2])([CH3:3])[CH3:4], predict the reactants needed to synthesize it. The reactants are: [C:1]([O:5][C@@H:6]([C:12]1[C:34]([CH3:35])=[CH:33][C:15]2[N:16]=[C:17]([N:19]3[CH2:24][CH2:23][O:22][C:21]([C:26]4[CH:31]=[CH:30][C:29]([Cl:32])=[CH:28][CH:27]=4)([CH3:25])[CH2:20]3)[S:18][C:14]=2[C:13]=1[C:36]1[CH:41]=[CH:40][C:39]([Cl:42])=[CH:38][CH:37]=1)[C:7]([O:9]CC)=[O:8])([CH3:4])([CH3:3])[CH3:2].[OH-].[Na+]. (2) The reactants are: Br[C:2]1[CH:3]=[CH:4][C:5]([O:8][CH3:9])=[N:6][CH:7]=1.C([Li])CCC.CCCCCC.[Br:21][C:22]1[CH:27]=[CH:26][C:25]([C@H:28]([C:36]2[CH:41]=[CH:40][CH:39]=[CH:38][C:37]=2[CH3:42])[CH2:29][C:30](N(OC)C)=[O:31])=[CH:24][CH:23]=1. Given the product [Br:21][C:22]1[CH:23]=[CH:24][C:25]([C@H:28]([C:36]2[CH:41]=[CH:40][CH:39]=[CH:38][C:37]=2[CH3:42])[CH2:29][C:30]([C:2]2[CH:7]=[N:6][C:5]([O:8][CH3:9])=[CH:4][CH:3]=2)=[O:31])=[CH:26][CH:27]=1, predict the reactants needed to synthesize it. (3) Given the product [C:10]([NH:1][CH2:2][CH2:3][C:4]([OH:6])=[O:5])(=[O:17])[C:11]1[CH:16]=[CH:15][CH:14]=[N:13][CH:12]=1, predict the reactants needed to synthesize it. The reactants are: [NH2:1][CH2:2][CH2:3][C:4]([OH:6])=[O:5].[OH-].[Na+].Cl.[C:10](Cl)(=[O:17])[C:11]1[CH:16]=[CH:15][CH:14]=[N:13][CH:12]=1. (4) Given the product [CH:1]([O:4][C:5]1[CH:13]=[CH:12][C:11]([S:14]([CH3:17])(=[O:16])=[O:15])=[CH:10][C:6]=1[C:7]([N:28]1[CH2:29][CH2:30][N:25]([C:22]2[S:23][CH:24]=[C:20]([C:19]([F:32])([F:18])[F:31])[N:21]=2)[CH2:26][CH2:27]1)=[O:9])([CH3:2])[CH3:3], predict the reactants needed to synthesize it. The reactants are: [CH:1]([O:4][C:5]1[CH:13]=[CH:12][C:11]([S:14]([CH3:17])(=[O:16])=[O:15])=[CH:10][C:6]=1[C:7]([OH:9])=O)([CH3:3])[CH3:2].[F:18][C:19]([F:32])([F:31])[C:20]1[N:21]=[C:22]([N:25]2[CH2:30][CH2:29][NH:28][CH2:27][CH2:26]2)[S:23][CH:24]=1.